This data is from Reaction yield outcomes from USPTO patents with 853,638 reactions. The task is: Predict the reaction yield, written as a fraction of the theoretical maximum amount of product (1.0 means a 100% yield; for example, 0.34 means a 34% yield). (1) The reactants are Br[C:2]1[CH:3]=[C:4]([C:9]2[N:10]=[C:11]([CH:21]([CH3:23])[CH3:22])[NH:12][C:13]=2[C:14]2[CH:19]=[CH:18][CH:17]=[C:16]([CH3:20])[N:15]=2)[CH:5]=[CH:6][C:7]=1[F:8].[CH3:24][N:25]1[CH:29]=[C:28](B2OC(C)(C)C(C)(C)O2)[CH:27]=[N:26]1. The yield is 0.230. The product is [F:8][C:7]1[CH:6]=[CH:5][C:4]([C:9]2[NH:10][C:11]([CH:21]([CH3:23])[CH3:22])=[N:12][C:13]=2[C:14]2[CH:19]=[CH:18][CH:17]=[C:16]([CH3:20])[N:15]=2)=[CH:3][C:2]=1[C:28]1[CH:27]=[N:26][N:25]([CH3:24])[CH:29]=1. No catalyst specified. (2) The product is [O:1]=[C:2]1[C:11]2[C:6](=[CH:7][CH:8]=[CH:9][CH:10]=2)[NH:5][CH:4]=[C:3]1[C:12]([NH:48][C:49]1[CH:54]=[CH:53][CH:52]=[CH:51][CH:50]=1)=[O:14]. The yield is 0.450. The catalyst is CN(C=O)C. The reactants are [OH:1][C:2]1[C:11]2[C:6](=[CH:7][CH:8]=[CH:9][CH:10]=2)[N:5]=[CH:4][C:3]=1[C:12]([OH:14])=O.CN(C(ON1N=NC2C=CC=NC1=2)=[N+](C)C)C.F[P-](F)(F)(F)(F)F.CCN(C(C)C)C(C)C.[NH2:48][C:49]1[CH:54]=[CH:53][CH:52]=[CH:51][CH:50]=1. (3) The reactants are [OH:1][CH2:2][C:3]1[CH:4]=[CH:5][C:6]([O:12][CH2:13][O:14][CH3:15])=[C:7]([CH2:9][CH2:10][OH:11])[CH:8]=1.[O-][O-].[Mg+2]. The catalyst is C(Cl)(Cl)Cl. The product is [OH:11][CH2:10][CH2:9][C:7]1[CH:8]=[C:3]([CH:4]=[CH:5][C:6]=1[O:12][CH2:13][O:14][CH3:15])[CH:2]=[O:1]. The yield is 0.813. (4) The reactants are [OH:1][C:2]1[CH:7]=[CH:6][C:5]([C:8]2[O:17][C:12]3=[N:13][CH:14]=[CH:15][CH:16]=[C:11]3[C:10](=[O:18])[CH:9]=2)=[CH:4][CH:3]=1.[CH3:19][C:20](OC(C)=O)=[O:21].N1C=CC=CC=1. The catalyst is O. The product is [C:20]([O:1][C:2]1[CH:3]=[CH:4][C:5]([C:8]2[O:17][C:12]3=[N:13][CH:14]=[CH:15][CH:16]=[C:11]3[C:10](=[O:18])[CH:9]=2)=[CH:6][CH:7]=1)(=[O:21])[CH3:19]. The yield is 0.960.